From a dataset of Forward reaction prediction with 1.9M reactions from USPTO patents (1976-2016). Predict the product of the given reaction. (1) Given the reactants [NH2:1][C:2]1[CH:3]=[C:4]([CH:8]=[CH:9][C:10]=1[NH2:11])[C:5]([OH:7])=[O:6].[F:12][C:13]([F:22])([F:21])[C:14](=O)[C:15](OCC)=[O:16], predict the reaction product. The product is: [OH:16][C:15]1[C:14]([C:13]([F:22])([F:21])[F:12])=[N:11][C:10]2[C:2]([N:1]=1)=[CH:3][C:4]([C:5]([OH:7])=[O:6])=[CH:8][CH:9]=2. (2) Given the reactants C(N(C(C)C)CC)(C)C.[C:10]([O:14][C:15](=[O:23])[NH:16][CH:17]1[CH2:22][CH2:21][NH:20][CH2:19][CH2:18]1)([CH3:13])([CH3:12])[CH3:11].[Br:24][CH2:25][C:26]1[CH:31]=[CH:30][C:29]([S:32](Cl)(=[O:34])=[O:33])=[CH:28][CH:27]=1, predict the reaction product. The product is: [C:10]([O:14][C:15](=[O:23])[NH:16][CH:17]1[CH2:22][CH2:21][N:20]([S:32]([C:29]2[CH:28]=[CH:27][C:26]([CH2:25][Br:24])=[CH:31][CH:30]=2)(=[O:33])=[O:34])[CH2:19][CH2:18]1)([CH3:13])([CH3:11])[CH3:12]. (3) The product is: [Cl:1][C:2]1[CH:14]=[CH:13][C:5]([CH2:6][C:7]2[O:11][C:10]([NH:12][C:22](=[O:24])[CH:21]([CH:15]3[CH2:17][CH2:18][CH2:19][CH2:20]3)[C:25]3[CH:26]=[CH:27][CH:28]=[CH:29][CH:30]=3)=[N:9][CH:8]=2)=[CH:4][CH:3]=1. Given the reactants [Cl:1][C:2]1[CH:14]=[CH:13][C:5]([CH2:6][C:7]2[O:11][C:10]([NH2:12])=[N:9][CH:8]=2)=[CH:4][CH:3]=1.[CH:15]1([CH:21]([C:25]2[CH:30]=[CH:29][CH:28]=[CH:27][CH:26]=2)[C:22]([OH:24])=O)[CH2:20][CH2:19][CH2:18][CH2:17]C1.C(N(CC)CC)C.F[P-](F)(F)(F)(F)F.N1(OC(N(C)C)=[N+](C)C)C2N=CC=CC=2N=N1, predict the reaction product. (4) Given the reactants C([O:4][C@H:5]1[CH2:22][CH2:21][C@@:20]2([CH3:23])[C@@H:7]([CH2:8][CH2:9][C@:10]3([CH3:50])[C@@H:19]2[CH2:18][CH2:17][C@H:16]2[C@@:11]3([CH3:49])[CH2:12][CH2:13][C@@:14]3([C:30]([NH:32][C@@H:33]4[CH2:36][C@H:35]([C:37]([O:39]CC5C=CC=CC=5)=[O:38])[C:34]4([CH3:48])[CH3:47])=[O:31])[CH2:26][CH2:25][C@@H:24]([C:27]([CH3:29])=[CH2:28])[C@@H:15]32)[C:6]1([CH3:52])[CH3:51])(=O)C.[OH-].[Na+], predict the reaction product. The product is: [OH:4][C@H:5]1[CH2:22][CH2:21][C@@:20]2([CH3:23])[C@@H:7]([CH2:8][CH2:9][C@:10]3([CH3:50])[C@@H:19]2[CH2:18][CH2:17][C@H:16]2[C@@:11]3([CH3:49])[CH2:12][CH2:13][C@@:14]3([C:30]([NH:32][C@@H:33]4[CH2:36][C@H:35]([C:37]([OH:39])=[O:38])[C:34]4([CH3:48])[CH3:47])=[O:31])[CH2:26][CH2:25][C@@H:24]([C:27]([CH3:29])=[CH2:28])[C@@H:15]32)[C:6]1([CH3:52])[CH3:51]. (5) The product is: [Cl:25][C:20]1[CH:19]=[C:18]([S:15]([CH2:13][CH3:14])(=[O:17])=[O:16])[CH:23]=[CH:22][C:21]=1[O:8][C:6]1[CH:5]=[C:4]([CH2:9][C:10]([OH:12])=[O:11])[CH:3]=[C:2]([F:1])[CH:7]=1. Given the reactants [F:1][C:2]1[CH:3]=[C:4]([CH2:9][C:10]([OH:12])=[O:11])[CH:5]=[C:6]([OH:8])[CH:7]=1.[CH2:13]([S:15]([C:18]1[CH:23]=[CH:22][C:21](F)=[C:20]([Cl:25])[CH:19]=1)(=[O:17])=[O:16])[CH3:14], predict the reaction product.